From a dataset of NCI-60 drug combinations with 297,098 pairs across 59 cell lines. Regression. Given two drug SMILES strings and cell line genomic features, predict the synergy score measuring deviation from expected non-interaction effect. Drug 1: COC1=NC(=NC2=C1N=CN2C3C(C(C(O3)CO)O)O)N. Drug 2: C1CC(=O)NC(=O)C1N2C(=O)C3=CC=CC=C3C2=O. Cell line: OVCAR3. Synergy scores: CSS=-8.49, Synergy_ZIP=3.28, Synergy_Bliss=4.13, Synergy_Loewe=-7.05, Synergy_HSA=-5.49.